This data is from Catalyst prediction with 721,799 reactions and 888 catalyst types from USPTO. The task is: Predict which catalyst facilitates the given reaction. (1) Reactant: Cl.[Si]([O:9][CH2:10][C@@H:11]([O:13][CH2:14][C@H:15]([O:26][C:27]1[N:32]=[CH:31][N:30]=[C:29]2[N:33]([C:36]3[C:41]([Cl:42])=[CH:40][CH:39]=[CH:38][N:37]=3)[N:34]=[CH:35][C:28]=12)[C:16]([NH:18][C:19]1[CH:24]=[CH:23][C:22]([F:25])=[CH:21][N:20]=1)=[O:17])[CH3:12])(C(C)(C)C)(C)C. Product: [Cl:42][C:41]1[C:36]([N:33]2[C:29]3=[N:30][CH:31]=[N:32][C:27]([O:26][C@@H:15]([CH2:14][O:13][C@@H:11]([CH3:12])[CH2:10][OH:9])[C:16]([NH:18][C:19]4[CH:24]=[CH:23][C:22]([F:25])=[CH:21][N:20]=4)=[O:17])=[C:28]3[CH:35]=[N:34]2)=[N:37][CH:38]=[CH:39][CH:40]=1. The catalyst class is: 1. (2) Reactant: [CH2:1]([N:8]1[C:16]2[C:11](=[CH:12][C:13]([OH:17])=[CH:14][CH:15]=2)[CH2:10][CH2:9]1)[C:2]1[CH:7]=[CH:6][CH:5]=[CH:4][CH:3]=1.[Na].[CH:19]([C:22]1[CH:27]=[CH:26][C:25]([N:28]=[C:29]=[O:30])=[CH:24][CH:23]=1)([CH3:21])[CH3:20]. Product: [CH:19]([C:22]1[CH:27]=[CH:26][C:25]([NH:28][C:29](=[O:30])[O:17][C:13]2[CH:12]=[C:11]3[C:16](=[CH:15][CH:14]=2)[N:8]([CH2:1][C:2]2[CH:3]=[CH:4][CH:5]=[CH:6][CH:7]=2)[CH2:9][CH2:10]3)=[CH:24][CH:23]=1)([CH3:21])[CH3:20]. The catalyst class is: 27. (3) Reactant: [Cl:1][C:2]1[CH:7]=[CH:6][C:5]([C:8]2[S:9][C:10]3[C:11](=[O:31])[N:12]([C:17]4[CH:22]=[CH:21][C:20]([N:23]5[CH2:28][CH2:27][O:26][CH2:25][CH2:24]5)=[C:19]([O:29][CH3:30])[CH:18]=4)[CH2:13][CH2:14][C:15]=3[N:16]=2)=[CH:4][CH:3]=1.Cl.CCOCC. Product: [ClH:1].[Cl:1][C:2]1[CH:3]=[CH:4][C:5]([C:8]2[S:9][C:10]3[C:11](=[O:31])[N:12]([C:17]4[CH:22]=[CH:21][C:20]([N:23]5[CH2:24][CH2:25][O:26][CH2:27][CH2:28]5)=[C:19]([O:29][CH3:30])[CH:18]=4)[CH2:13][CH2:14][C:15]=3[N:16]=2)=[CH:6][CH:7]=1. The catalyst class is: 5. (4) Reactant: O.O.[Sn](Cl)Cl.[F:6][C:7]1[CH:12]=[CH:11][C:10]([NH:13][C:14]2[CH:15]=[CH:16][C:17]3[C:23](=[O:24])[C:22]4[CH:25]=[CH:26][C:27]([N+:29]([O-:31])=[O:30])=[CH:28][C:21]=4[CH2:20][O:19][C:18]=3[CH:32]=2)=[C:9]([N+:33]([O-])=O)[CH:8]=1. Product: [NH2:33][C:9]1[CH:8]=[C:7]([F:6])[CH:12]=[CH:11][C:10]=1[NH:13][C:14]1[CH:15]=[CH:16][C:17]2[C:23](=[O:24])[C:22]3[CH:25]=[CH:26][C:27]([N+:29]([O-:31])=[O:30])=[CH:28][C:21]=3[CH2:20][O:19][C:18]=2[CH:32]=1. The catalyst class is: 8. (5) Reactant: Cl[C:2]1[CH:11]=[CH:10][C:5]([C:6]([NH:8][CH3:9])=[O:7])=[CH:4][N:3]=1.[OH:12][CH:13]1[CH2:18][CH2:17][NH:16][CH2:15][CH2:14]1.C(N(C(C)C)C(C)C)C. Product: [CH3:9][NH:8][C:6]([C:5]1[CH:10]=[CH:11][C:2]([N:16]2[CH2:17][CH2:18][CH:13]([OH:12])[CH2:14][CH2:15]2)=[N:3][CH:4]=1)=[O:7]. The catalyst class is: 142. (6) Reactant: [NH3:1].Br[CH2:3][C:4]1[N:9]([CH2:10][C:11]([OH:13])=[O:12])[C:8](=[O:14])[CH2:7][CH:6]([C:15]2[CH:20]=[CH:19][CH:18]=[C:17]([Cl:21])[CH:16]=2)[C:5]=1[C:22]([O:24]C)=O. Product: [Cl:21][C:17]1[CH:16]=[C:15]([CH:6]2[CH2:7][C:8](=[O:14])[N:9]([CH2:10][C:11]([OH:13])=[O:12])[C:4]3[CH2:3][NH:1][C:22](=[O:24])[C:5]2=3)[CH:20]=[CH:19][CH:18]=1. The catalyst class is: 10. (7) Reactant: [H-].[Na+].[NH:3]1[CH:7]=[CH:6][N:5]=[N:4]1.Br[CH2:9][CH2:10][CH2:11][Cl:12].O. Product: [Cl:12][CH2:11][CH2:10][CH2:9][N:4]1[N:5]=[CH:6][CH:7]=[N:3]1.[Cl:12][CH2:11][CH2:10][CH2:9][N:3]1[CH:7]=[CH:6][N:5]=[N:4]1. The catalyst class is: 81. (8) Reactant: C([O:3][C:4](=[O:23])[CH2:5][C:6]1[O:10][C:9]([C:11]2[CH:16]=[CH:15][C:14]([C:17]3[CH:22]=[CH:21][CH:20]=[CH:19][CH:18]=3)=[CH:13][CH:12]=2)=[CH:8][CH:7]=1)C.[Li+].[OH-].Cl. Product: [C:14]1([C:17]2[CH:18]=[CH:19][CH:20]=[CH:21][CH:22]=2)[CH:15]=[CH:16][C:11]([C:9]2[O:10][C:6]([CH2:5][C:4]([OH:23])=[O:3])=[CH:7][CH:8]=2)=[CH:12][CH:13]=1. The catalyst class is: 1. (9) Reactant: [NH2:1][C:2]1[N:14]=[C:13]([C:15]2[C:20]([O:21][CH2:22][C:23]3[CH:28]=[CH:27][C:26]([O:29][CH3:30])=[CH:25][CH:24]=3)=[CH:19][CH:18]=[CH:17][C:16]=2[O:31][CH2:32][CH:33]2[CH2:35][CH2:34]2)[CH:12]=[C:11]([NH:36][CH2:37][CH2:38][NH:39][C:40]([O:42][C:43]([CH3:46])([CH3:45])[CH3:44])=[O:41])[C:3]=1[C:4](OC(C)(C)C)=[O:5].COCCO[AlH2-]OCCOC.[Na+]. Product: [NH2:1][C:2]1[C:3]([CH2:4][OH:5])=[C:11]([NH:36][CH2:37][CH2:38][NH:39][C:40](=[O:41])[O:42][C:43]([CH3:45])([CH3:46])[CH3:44])[CH:12]=[C:13]([C:15]2[C:20]([O:21][CH2:22][C:23]3[CH:24]=[CH:25][C:26]([O:29][CH3:30])=[CH:27][CH:28]=3)=[CH:19][CH:18]=[CH:17][C:16]=2[O:31][CH2:32][CH:33]2[CH2:34][CH2:35]2)[N:14]=1. The catalyst class is: 1. (10) Reactant: [Br:1]Br.[Cl:3][C:4]1[CH:5]=[C:6]2[CH:12]=[CH:11][NH:10][C:7]2=[N:8][CH:9]=1.O. Product: [Br:1][C:12]1[C:6]2[C:7](=[N:8][CH:9]=[C:4]([Cl:3])[CH:5]=2)[NH:10][CH:11]=1. The catalyst class is: 22.